From a dataset of Forward reaction prediction with 1.9M reactions from USPTO patents (1976-2016). Predict the product of the given reaction. Given the reactants [CH2:1]([N:8]1[CH2:13][C:12](=O)[NH:11][C@H:10]([CH2:15][C:16]2[CH:21]=[CH:20][C:19]([Br:22])=[CH:18][CH:17]=2)[C:9]1=O)[C:2]1[CH:7]=[CH:6][CH:5]=[CH:4][CH:3]=1, predict the reaction product. The product is: [CH2:1]([N:8]1[CH2:13][CH2:12][NH:11][C@H:10]([CH2:15][C:16]2[CH:17]=[CH:18][C:19]([Br:22])=[CH:20][CH:21]=2)[CH2:9]1)[C:2]1[CH:3]=[CH:4][CH:5]=[CH:6][CH:7]=1.